From a dataset of Full USPTO retrosynthesis dataset with 1.9M reactions from patents (1976-2016). Predict the reactants needed to synthesize the given product. (1) Given the product [Si:27]([CH:7]([OH:8])[C@H:6]1[O:9][C@@H:1]([N:10]2[CH:17]=[CH:16][C:14](=[O:15])[NH:13][C:11]2=[O:12])[C@H:2]([OH:3])[C@@H:4]1[OH:5])([C:23]([CH3:26])([CH3:25])[CH3:24])([CH3:30])[CH3:29], predict the reactants needed to synthesize it. The reactants are: [C@@H:1]1([N:10]2[CH:17]=[CH:16][C:14](=[O:15])[NH:13][C:11]2=[O:12])[O:9][C@H:6]([CH2:7][OH:8])[C@@H:4]([OH:5])[C@H:2]1[OH:3].N1C=CN=C1.[C:23]([Si:27]([CH3:30])([CH3:29])Cl)([CH3:26])([CH3:25])[CH3:24]. (2) Given the product [CH3:1][O:2][C:3]1[N:8]=[CH:7][C:6]([N:9]2[C:18]3[C:13](=[CH:14][CH:15]=[CH:16][N:17]=3)[CH:12]=[C:11]([C:19]([OH:21])=[O:20])[C:10]2=[O:24])=[CH:5][CH:4]=1, predict the reactants needed to synthesize it. The reactants are: [CH3:1][O:2][C:3]1[N:8]=[CH:7][C:6]([N:9]2[C:18]3[C:13](=[CH:14][CH:15]=[CH:16][N:17]=3)[CH:12]=[C:11]([C:19]([O:21]CC)=[O:20])[C:10]2=[O:24])=[CH:5][CH:4]=1.C(=O)([O-])[O-].[K+].[K+].O. (3) Given the product [Cl:23][C:17]1[C:18]([Cl:22])=[CH:19][CH:20]=[CH:21][C:16]=1[C:15]([N:8]1[C:9]2[C:14](=[CH:13][CH:12]=[CH:11][CH:10]=2)[C:6]([CH2:5][CH:4]=[O:3])=[C:7]1[CH3:25])=[O:24], predict the reactants needed to synthesize it. The reactants are: C([O:3][C:4](=O)[CH2:5][C:6]1[C:14]2[C:9](=[CH:10][CH:11]=[CH:12][CH:13]=2)[N:8]([C:15](=[O:24])[C:16]2[CH:21]=[CH:20][CH:19]=[C:18]([Cl:22])[C:17]=2[Cl:23])[C:7]=1[CH3:25])C.CC(C[AlH]CC(C)C)C.CO.Cl. (4) The reactants are: [CH3:1][C:2]1[C:10]2[C:9]([C:11](O)=[O:12])=[CH:8][C:7]([C:14]3[CH:19]=[CH:18][C:17]([O:20][CH:21]4[CH2:26][CH2:25][CH2:24][CH2:23][O:22]4)=[CH:16][CH:15]=3)=[N:6][C:5]=2[N:4]([CH:27]2[CH2:32][CH2:31][CH2:30][CH2:29][O:28]2)[N:3]=1.[CH2:33]([N:40]1[CH2:45][C:44]([CH3:47])([CH3:46])[NH:43][CH2:42][C:41]1([CH3:49])[CH3:48])[C:34]1[CH:39]=[CH:38][CH:37]=[CH:36][CH:35]=1. Given the product [CH2:33]([N:40]1[C:41]([CH3:49])([CH3:48])[CH2:42][N:43]([C:11]([C:9]2[CH:8]=[C:7]([C:14]3[CH:19]=[CH:18][C:17]([O:20][CH:21]4[CH2:26][CH2:25][CH2:24][CH2:23][O:22]4)=[CH:16][CH:15]=3)[N:6]=[C:5]3[N:4]([CH:27]4[CH2:32][CH2:31][CH2:30][CH2:29][O:28]4)[N:3]=[C:2]([CH3:1])[C:10]=23)=[O:12])[C:44]([CH3:47])([CH3:46])[CH2:45]1)[C:34]1[CH:35]=[CH:36][CH:37]=[CH:38][CH:39]=1, predict the reactants needed to synthesize it. (5) Given the product [N+:1]([C:4]1[CH:11]=[CH:10][C:7]([CH2:8][PH:18]([C:19]2[CH:20]=[CH:21][CH:22]=[CH:23][CH:24]=2)([C:25]2[CH:30]=[CH:29][CH:28]=[CH:27][CH:26]=2)[C:12]2[CH:13]=[CH:14][CH:15]=[CH:16][CH:17]=2)=[CH:6][CH:5]=1)([O-:3])=[O:2], predict the reactants needed to synthesize it. The reactants are: [N+:1]([C:4]1[CH:11]=[CH:10][C:7]([CH2:8]Br)=[CH:6][CH:5]=1)([O-:3])=[O:2].[C:12]1([P:18]([C:25]2[CH:30]=[CH:29][CH:28]=[CH:27][CH:26]=2)[C:19]2[CH:24]=[CH:23][CH:22]=[CH:21][CH:20]=2)[CH:17]=[CH:16][CH:15]=[CH:14][CH:13]=1. (6) Given the product [F:7][C:8]([F:19])([F:20])[O:9][C:10]1[CH:18]=[CH:17][C:13]([C:14]2[CH2:27][CH:26]([C:25]3[CH:28]=[CH:29][C:22]([NH2:21])=[CH:23][CH:24]=3)[O:16][N:15]=2)=[CH:12][CH:11]=1, predict the reactants needed to synthesize it. The reactants are: N1C=CC=CC=1.[F:7][C:8]([F:20])([F:19])[O:9][C:10]1[CH:18]=[CH:17][C:13]([CH:14]=[N:15][OH:16])=[CH:12][CH:11]=1.[NH2:21][C:22]1[CH:29]=[CH:28][C:25]([CH:26]=[CH2:27])=[CH:24][CH:23]=1.C(N(CC)CC)C.